From a dataset of Reaction yield outcomes from USPTO patents with 853,638 reactions. Predict the reaction yield, written as a fraction of the theoretical maximum amount of product (1.0 means a 100% yield; for example, 0.34 means a 34% yield). (1) The reactants are Br[C:2]1[N:6]2[C:7]3[C:12]([CH2:13][CH2:14][C:5]2=[C:4]([C:21]([O:23][CH2:24][CH3:25])=[O:22])[N:3]=1)=[CH:11][C:10]([O:15][CH3:16])=[C:9]([CH2:17][CH:18]([CH3:20])[CH3:19])[CH:8]=3.[S:26]1[CH:30]=[CH:29][C:28](B(O)O)=[CH:27]1.C([O-])([O-])=O.[K+].[K+]. The catalyst is O1CCOCC1.O.C1C=CC([P]([Pd]([P](C2C=CC=CC=2)(C2C=CC=CC=2)C2C=CC=CC=2)([P](C2C=CC=CC=2)(C2C=CC=CC=2)C2C=CC=CC=2)[P](C2C=CC=CC=2)(C2C=CC=CC=2)C2C=CC=CC=2)(C2C=CC=CC=2)C2C=CC=CC=2)=CC=1. The product is [CH2:17]([C:9]1[CH:8]=[C:7]2[C:12]([CH2:13][CH2:14][C:5]3[N:6]2[C:2]([C:28]2[CH:29]=[CH:30][S:26][CH:27]=2)=[N:3][C:4]=3[C:21]([O:23][CH2:24][CH3:25])=[O:22])=[CH:11][C:10]=1[O:15][CH3:16])[CH:18]([CH3:20])[CH3:19]. The yield is 0.820. (2) The reactants are [O:1]1[CH2:6][CH2:5][CH2:4][CH:3]([NH2:7])[CH2:2]1.F[C:9]1[CH:14]=[CH:13][CH:12]=[CH:11][C:10]=1[N+:15]([O-:17])=[O:16].C(=O)([O-])[O-].[K+].[K+]. The catalyst is CN(C=O)C. The product is [N+:15]([C:10]1[CH:11]=[CH:12][CH:13]=[CH:14][C:9]=1[NH:7][CH:3]1[CH2:4][CH2:5][CH2:6][O:1][CH2:2]1)([O-:17])=[O:16]. The yield is 0.810. (3) The reactants are Cl.[NH2:2][C:3]1[N:10]=[C:9]([C:11]2[C:16]([OH:17])=[CH:15][CH:14]=[CH:13][C:12]=2[O:18][CH2:19][CH:20]2[CH2:22][CH2:21]2)[CH:8]=[C:7]([CH:23]2[CH2:28][CH2:27][CH2:26][NH:25][CH2:24]2)[C:4]=1[C:5]#[N:6].C=O.[C:31]([BH3-])#N.[Na+]. The catalyst is CO. The product is [NH2:2][C:3]1[N:10]=[C:9]([C:11]2[C:16]([OH:17])=[CH:15][CH:14]=[CH:13][C:12]=2[O:18][CH2:19][CH:20]2[CH2:21][CH2:22]2)[CH:8]=[C:7]([CH:23]2[CH2:28][CH2:27][CH2:26][N:25]([CH3:31])[CH2:24]2)[C:4]=1[C:5]#[N:6]. The yield is 0.150. (4) The reactants are Cl[C:2]1[C:11]2[N:12]=[CH:13][N:14]([CH2:15][CH:16]([CH3:18])[CH3:17])[C:10]=2[C:9]2[CH:8]=[CH:7][CH:6]=[CH:5][C:4]=2[N:3]=1.[NH2:19]C(N)=O.CS(C)=O.[OH-].[Na+]. The catalyst is O. The product is [CH3:17][CH:16]([CH2:15][N:14]1[C:10]2[C:9]3[CH:8]=[CH:7][CH:6]=[CH:5][C:4]=3[N:3]=[C:2]([NH2:19])[C:11]=2[N:12]=[CH:13]1)[CH3:18]. The yield is 0.876. (5) The reactants are [Cl:1][C:2]1[CH:11]=[C:10]2[C:5]([C:6]([NH:12][CH:13]([CH3:23])[CH2:14][CH2:15][CH2:16][N:17]([CH2:21][CH3:22])[CH2:18][CH2:19][OH:20])=[CH:7][CH:8]=[N:9]2)=[CH:4][CH:3]=1.[C:24](Cl)(=[O:42])[CH2:25][CH2:26][CH2:27][CH2:28][CH2:29][CH2:30][CH2:31]/[CH:32]=[CH:33]/[CH2:34][CH2:35][CH2:36][CH2:37][CH2:38][CH2:39][CH2:40][CH3:41].CO. The catalyst is ClCCl. The product is [Cl:1][C:2]1[CH:11]=[C:10]2[C:5]([C:6]([NH:12][CH:13]([CH3:23])[CH2:14][CH2:15][CH2:16][N:17]([CH2:21][CH3:22])[CH2:18][CH2:19][O:20][C:24](=[O:42])[CH2:25][CH2:26][CH2:27][CH2:28][CH2:29][CH2:30][CH2:31]/[CH:32]=[CH:33]/[CH2:34][CH2:35][CH2:36][CH2:37][CH2:38][CH2:39][CH2:40][CH3:41])=[CH:7][CH:8]=[N:9]2)=[CH:4][CH:3]=1. The yield is 0.210. (6) The reactants are [F:1][C:2]([F:23])([F:22])[C:3](=O)[CH2:4][C:5]1[CH:10]=[C:9]([O:11][CH3:12])[CH:8]=[CH:7][C:6]=1[NH:13]C(=O)OC(C)(C)C.FC(F)(F)C(O)=O.O. The catalyst is C(Cl)Cl. The product is [F:1][C:2]([F:23])([F:22])[C:3]1[NH:13][C:6]2[C:5]([CH:4]=1)=[CH:10][C:9]([O:11][CH3:12])=[CH:8][CH:7]=2. The yield is 0.700. (7) The reactants are [C:1]([O:5][C:6]([N:8]1[CH2:12][CH2:11][CH2:10][C@H:9]1[CH2:13]Br)=[O:7])([CH3:4])([CH3:3])[CH3:2].[CH2:15]([O:22][C:23]1[CH:28]=[CH:27][N:26]([C:29]2[CH:37]=[C:36]3[C:32](C4CCNCC=4[N:35]3[CH3:38])=[CH:31][CH:30]=2)[C:25](=[O:43])[CH:24]=1)[C:16]1[CH:21]=[CH:20][CH:19]=[CH:18][CH:17]=1.C([O-])([O-])=O.[Cs+].[Cs+]. The catalyst is CS(C)=O.O.CCOC(C)=O. The product is [CH2:15]([O:22][C:23]1[CH:28]=[CH:27][N:26]([C:29]2[CH:30]=[CH:31][C:32]3[C:24]4[CH2:25][N:26]([CH2:13][C@@H:9]5[CH2:10][CH2:11][CH2:12][N:8]5[C:6]([O:5][C:1]([CH3:4])([CH3:3])[CH3:2])=[O:7])[CH2:27][CH2:28][C:23]=4[N:35]([CH3:38])[C:36]=3[CH:37]=2)[C:25](=[O:43])[CH:24]=1)[C:16]1[CH:17]=[CH:18][CH:19]=[CH:20][CH:21]=1. The yield is 0.0300. (8) The catalyst is CC#N. The reactants are [F:1][C:2]1[CH:3]=[C:4]([CH:7]=[C:8]([F:11])[C:9]=1[OH:10])[CH:5]=[O:6].C([O-])([O-])=O.[Cs+].[Cs+].[CH2:18](Br)[C:19]1[CH:24]=[CH:23][CH:22]=[CH:21][CH:20]=1. The product is [CH2:18]([O:10][C:9]1[C:2]([F:1])=[CH:3][C:4]([CH:5]=[O:6])=[CH:7][C:8]=1[F:11])[C:19]1[CH:24]=[CH:23][CH:22]=[CH:21][CH:20]=1. The yield is 0.920.